The task is: Predict the reactants needed to synthesize the given product.. This data is from Full USPTO retrosynthesis dataset with 1.9M reactions from patents (1976-2016). (1) Given the product [CH2:6]([O:5][C:1](=[O:4])[CH2:2][O:3][CH2:19][C:14]1[C:15]([NH2:18])=[N:16][CH:17]=[C:12]([Br:11])[CH:13]=1)[CH3:7], predict the reactants needed to synthesize it. The reactants are: [C:1]([O:5][CH2:6][CH3:7])(=[O:4])[CH2:2][OH:3].[H-].[Na+].Br.[Br:11][C:12]1[CH:13]=[C:14]([CH2:19]Br)[C:15]([NH2:18])=[N:16][CH:17]=1. (2) Given the product [F:1][C:2]1[CH:3]=[C:4]([C:26]2([NH:29][CH3:30])[CH2:28][CH2:27]2)[CH:5]=[CH:6][C:7]=1[C:8]1[S:9][C:10]2[C:15]([N:16]=1)=[CH:14][CH:13]=[C:12]([C:17]1([C:20]3[CH:25]=[CH:24][CH:23]=[CH:22][CH:21]=3)[CH2:18][CH2:19]1)[N:11]=2, predict the reactants needed to synthesize it. The reactants are: [F:1][C:2]1[CH:3]=[C:4]([C:26]2([N:29](C)[C:30](=O)OC(C)(C)C)[CH2:28][CH2:27]2)[CH:5]=[CH:6][C:7]=1[C:8]1[S:9][C:10]2[C:15]([N:16]=1)=[CH:14][CH:13]=[C:12]([C:17]1([C:20]3[CH:25]=[CH:24][CH:23]=[CH:22][CH:21]=3)[CH2:19][CH2:18]1)[N:11]=2.FC(F)(F)C(O)=O.